Dataset: Reaction yield outcomes from USPTO patents with 853,638 reactions. Task: Predict the reaction yield, written as a fraction of the theoretical maximum amount of product (1.0 means a 100% yield; for example, 0.34 means a 34% yield). (1) The reactants are [NH2:1][C:2]1[CH:7]=[CH:6][C:5]([C:8]([N:10]2[CH2:15][CH2:14][CH:13]([NH:16][C:17]3[N:22]=[C:21]([C:23]4[C:31]5[C:26](=[CH:27][CH:28]=[CH:29][CH:30]=5)[NH:25][CH:24]=4)[C:20]([Cl:32])=[CH:19][N:18]=3)[CH2:12][CH2:11]2)=[O:9])=[C:4]([CH3:33])[CH:3]=1.C[CH2:35][N:36]([CH:40]([CH3:42])C)[CH:37](C)C.BrC/C=[CH:46]/[C:47](Cl)=[O:48].CNC. The catalyst is C1COCC1.CN1C(=O)CCC1. The product is [Cl:32][C:20]1[C:21]([C:23]2[C:31]3[C:26](=[CH:27][CH:28]=[CH:29][CH:30]=3)[NH:25][CH:24]=2)=[N:22][C:17]([NH:16][CH:13]2[CH2:14][CH2:15][N:10]([C:8]([C:5]3[CH:6]=[CH:7][C:2]([NH:1][C:47](=[O:48])/[CH:46]=[CH:42]/[CH2:40][N:36]([CH3:35])[CH3:37])=[CH:3][C:4]=3[CH3:33])=[O:9])[CH2:11][CH2:12]2)=[N:18][CH:19]=1. The yield is 0.280. (2) The reactants are [Cl:1][C:2]1[N:7]=[C:6]([CH2:8][N:9]2[C:14]([C:15]([C:17]3[CH:18]=[C:19]([CH:22]=[C:23]([CH3:25])[CH:24]=3)[C:20]#[N:21])=[O:16])=[C:13]([CH:26]([CH3:28])[CH3:27])[C:12](=[O:29])[NH:11][C:10]2=[O:30])[CH:5]=[C:4](Cl)[N:3]=1.[CH3:32][O:33][C:34]1[CH:41]=[CH:40][C:37]([CH2:38][NH2:39])=[CH:36][CH:35]=1. The catalyst is C(#N)C. The product is [Cl:1][C:2]1[N:7]=[C:6]([CH2:8][N:9]2[C:14]([C:15]([C:17]3[CH:18]=[C:19]([CH:22]=[C:23]([CH3:25])[CH:24]=3)[C:20]#[N:21])=[O:16])=[C:13]([CH:26]([CH3:27])[CH3:28])[C:12](=[O:29])[NH:11][C:10]2=[O:30])[CH:5]=[C:4]([NH:39][CH2:38][C:37]2[CH:40]=[CH:41][C:34]([O:33][CH3:32])=[CH:35][CH:36]=2)[N:3]=1. The yield is 0.250. (3) The reactants are [CH3:1][C:2]1[S:3][C:4]2[CH:10]=[C:9]([S:11](Cl)(=[O:13])=[O:12])[CH:8]=[CH:7][C:5]=2[N:6]=1.[CH2:15]([NH:21][CH2:22][CH2:23][CH2:24][CH2:25][CH2:26][CH3:27])[CH2:16][CH2:17][CH2:18][CH2:19][CH3:20].CCCCCC. The catalyst is C(Cl)(Cl)Cl.C(OCC)(=O)C. The product is [CH2:22]([N:21]([CH2:15][CH2:16][CH2:17][CH2:18][CH2:19][CH3:20])[S:11]([C:9]1[CH:8]=[CH:7][C:5]2[N:6]=[C:2]([CH3:1])[S:3][C:4]=2[CH:10]=1)(=[O:13])=[O:12])[CH2:23][CH2:24][CH2:25][CH2:26][CH3:27]. The yield is 0.970. (4) The reactants are [F:1][C:2]1[CH:10]=[CH:9][CH:8]=[C:7]([I:11])[C:3]=1[C:4]([OH:6])=[O:5].O[Li].O.S(OC)(O[CH3:19])(=O)=O. The catalyst is C1COCC1. The product is [CH3:19][O:5][C:4](=[O:6])[C:3]1[C:7]([I:11])=[CH:8][CH:9]=[CH:10][C:2]=1[F:1]. The yield is 0.990. (5) The reactants are [CH:1]1([NH:5][C@H:6]2[CH2:11][CH2:10][CH2:9][CH2:8][C@H:7]2[NH:12][C:13](=[O:30])[C:14]2[C:19]([C:20]([F:23])([F:22])[F:21])=[CH:18][C:17]([C:24]([F:27])([F:26])[F:25])=[CH:16][C:15]=2[O:28][CH3:29])[CH2:4][CH2:3][CH2:2]1.C=O.[C:33](=O)([O-])[O-].[Na+].[Na+]. The catalyst is C(O)=O. The product is [CH:1]1([N:5]([CH3:33])[CH:6]2[CH2:11][CH2:10][CH2:9][CH2:8][CH:7]2[NH:12][C:13](=[O:30])[C:14]2[C:19]([C:20]([F:21])([F:22])[F:23])=[CH:18][C:17]([C:24]([F:25])([F:26])[F:27])=[CH:16][C:15]=2[O:28][CH3:29])[CH2:4][CH2:3][CH2:2]1. The yield is 0.380. (6) The reactants are [CH2:1]([OH:5])[CH2:2][CH2:3]C.[OH-].[Na+].[CH2:8]([P:10]([CH2:17]C(C#N)C)(=[O:16])[O:11]CCCC)[CH3:9].S(=O)(=O)(O)[OH:23]. The catalyst is O. The product is [CH2:8]([P:10]([OH:11])([CH2:17][CH:2]([CH3:3])[C:1]([OH:5])=[O:23])=[O:16])[CH3:9]. The yield is 0.960.